From a dataset of Peptide-MHC class II binding affinity with 134,281 pairs from IEDB. Regression. Given a peptide amino acid sequence and an MHC pseudo amino acid sequence, predict their binding affinity value. This is MHC class II binding data. (1) The peptide sequence is ERFALNPGLLETSEGCK. The MHC is DRB1_0802 with pseudo-sequence DRB1_0802. The binding affinity (normalized) is 0.0504. (2) The peptide sequence is TNDRKWCFEGPEEHE. The MHC is DRB4_0103 with pseudo-sequence DRB4_0103. The binding affinity (normalized) is 0.261.